This data is from Forward reaction prediction with 1.9M reactions from USPTO patents (1976-2016). The task is: Predict the product of the given reaction. (1) Given the reactants [OH-:1].[Na+].[F:3][CH:4]([F:15])[C:5]1[C:9]([C:10](F)=[O:11])=[C:8]([F:13])[N:7]([CH3:14])[N:6]=1.Cl, predict the reaction product. The product is: [F:13][C:8]1[N:7]([CH3:14])[N:6]=[C:5]([CH:4]([F:15])[F:3])[C:9]=1[C:10]([OH:1])=[O:11]. (2) Given the reactants C([O:3][C:4]([CH2:6][CH2:7][CH2:8][C:9]([NH:11][C:12]1[CH:17]=[C:16]([O:18][C:19]2[CH:24]=[CH:23][C:22]([NH:25][C:26]([NH:28][C:29]3[CH:34]=[CH:33][C:32]([F:35])=[CH:31][CH:30]=3)=[O:27])=[CH:21][CH:20]=2)[CH:15]=[CH:14][N:13]=1)=[O:10])=[O:5])C.[OH-].[Na+].CO.Cl, predict the reaction product. The product is: [C:4]([CH2:6][CH2:7][CH2:8][C:9]([NH:11][C:12]1[CH:17]=[C:16]([O:18][C:19]2[CH:24]=[CH:23][C:22]([NH:25][C:26]([NH:28][C:29]3[CH:30]=[CH:31][C:32]([F:35])=[CH:33][CH:34]=3)=[O:27])=[CH:21][CH:20]=2)[CH:15]=[CH:14][N:13]=1)=[O:10])([OH:5])=[O:3]. (3) The product is: [CH3:1][C:2]([CH3:35])([CH2:27][OH:28])[CH2:3][CH2:4][CH2:5][CH2:6][O:7][P:8](=[O:25])([OH:26])[O:9][CH2:10][CH2:11][CH2:12][CH2:13][C:14]([CH3:23])([CH3:24])[CH2:15][OH:16]. Given the reactants [CH3:1][C:2]([CH3:35])([CH2:27][O:28]C1CCCCO1)[CH2:3][CH2:4][CH2:5][CH2:6][O:7][P:8](=[O:26])([OH:25])[O:9][CH2:10][CH2:11][CH2:12][CH2:13][C:14]([CH3:24])([CH3:23])[CH2:15][O:16]C1CCCCO1, predict the reaction product. (4) Given the reactants Br[C:2]1[CH:15]=[CH:14][CH:13]=[C:12]([F:16])[C:3]=1[O:4][Si:5]([C:8]([CH3:11])([CH3:10])[CH3:9])([CH3:7])[CH3:6].[Br-].[CH:18]1([Zn+])[CH2:23][CH2:22][CH2:21][CH2:20][CH2:19]1, predict the reaction product. The product is: [C:8]([Si:5]([O:4][C:3]1[C:12]([F:16])=[CH:13][CH:14]=[CH:15][C:2]=1[CH:18]1[CH2:23][CH2:22][CH2:21][CH2:20][CH2:19]1)([CH3:7])[CH3:6])([CH3:11])([CH3:10])[CH3:9]. (5) Given the reactants C[O:2][C:3](=[O:29])/[CH:4]=[CH:5]/[C:6]1[CH:7]=[C:8]2[C:25](=[CH:26][CH:27]=1)[O:24][C:11]1([CH2:16][CH2:15][N:14](C(OC(C)(C)C)=O)[CH2:13][CH2:12]1)[CH2:10][C:9]2=[O:28].C([O-])([O-])=O.[K+].[K+].[CH:36](I)([CH3:38])[CH3:37], predict the reaction product. The product is: [CH:36]([N:14]1[CH2:15][CH2:16][C:11]2([CH2:10][C:9](=[O:28])[C:8]3[C:25](=[CH:26][CH:27]=[C:6](/[CH:5]=[CH:4]/[C:3]([OH:2])=[O:29])[CH:7]=3)[O:24]2)[CH2:12][CH2:13]1)([CH3:38])[CH3:37]. (6) Given the reactants C[Si]([N-][Si](C)(C)C)(C)C.[Na+].[CH3:11][C:12]1([CH3:36])[CH2:21][CH2:20][C:19](=[O:22])[C:18]2[CH:17]=[C:16](/[CH:23]=[CH:24]/[C:25]3[CH:35]=[CH:34][C:28]([C:29]([O:31][CH2:32][CH3:33])=[O:30])=[CH:27][CH:26]=3)[CH:15]=[CH:14][C:13]1=2.[F:37][C:38]([F:58])([F:57])[S:39](N(C1C=CC(Cl)=CN=1)[S:39]([C:38]([F:58])([F:57])[F:37])(=[O:41])=[O:40])(=[O:41])=[O:40], predict the reaction product. The product is: [CH3:36][C:12]1([CH3:11])[CH2:21][CH:20]=[C:19]([O:22][S:39]([C:38]([F:58])([F:57])[F:37])(=[O:41])=[O:40])[C:18]2[CH:17]=[C:16](/[CH:23]=[CH:24]/[C:25]3[CH:26]=[CH:27][C:28]([C:29]([O:31][CH2:32][CH3:33])=[O:30])=[CH:34][CH:35]=3)[CH:15]=[CH:14][C:13]1=2. (7) Given the reactants Cl[C:2]1[CH:3]=[CH:4][C:5]2[N:10](COCC[Si](C)(C)C)[C:9](=[O:19])[CH2:8][N:7]([C:20]([NH:22][CH:23]([C:27]3[CH:32]=[CH:31][C:30]([O:33][C:34]([F:37])([F:36])[F:35])=[CH:29][CH:28]=3)[CH2:24][O:25][CH3:26])=[O:21])[C:6]=2[N:38]=1.O.[CH3:40]B1OB(C)OB(C)O1.C(=O)([O-])[O-].[Cs+].[Cs+], predict the reaction product. The product is: [CH3:26][O:25][CH2:24][CH:23]([NH:22][C:20]([N:7]1[CH2:8][C:9](=[O:19])[NH:10][C:5]2[CH:4]=[CH:3][C:2]([CH3:40])=[N:38][C:6]1=2)=[O:21])[C:27]1[CH:28]=[CH:29][C:30]([O:33][C:34]([F:35])([F:37])[F:36])=[CH:31][CH:32]=1.